Dataset: Peptide-MHC class II binding affinity with 134,281 pairs from IEDB. Task: Regression. Given a peptide amino acid sequence and an MHC pseudo amino acid sequence, predict their binding affinity value. This is MHC class II binding data. (1) The peptide sequence is KTKNKTNWKQTWTFK. The MHC is DRB5_0101 with pseudo-sequence DRB5_0101. The binding affinity (normalized) is 0.723. (2) The peptide sequence is DKFTVFEAAFNDAIK. The MHC is HLA-DPA10301-DPB10402 with pseudo-sequence HLA-DPA10301-DPB10402. The binding affinity (normalized) is 0.403. (3) The peptide sequence is INEPTAAAIAYGEDR. The MHC is HLA-DQA10401-DQB10402 with pseudo-sequence HLA-DQA10401-DQB10402. The binding affinity (normalized) is 0.599. (4) The peptide sequence is YDKFLANVSAVLTGK. The MHC is DRB1_0404 with pseudo-sequence DRB1_0404. The binding affinity (normalized) is 0.586. (5) The peptide sequence is RDLEVVAATPTSLLI. The MHC is DRB1_0401 with pseudo-sequence DRB1_0401. The binding affinity (normalized) is 0.601. (6) The MHC is HLA-DPA10201-DPB11401 with pseudo-sequence HLA-DPA10201-DPB11401. The peptide sequence is AFFVAATAANAAPAN. The binding affinity (normalized) is 0.518. (7) The peptide sequence is FLLSYGEKDFEDYRF. The MHC is DRB1_1302 with pseudo-sequence DRB1_1302. The binding affinity (normalized) is 0.150. (8) The peptide sequence is AAATAGTTYYGAFAA. The MHC is HLA-DQA10401-DQB10402 with pseudo-sequence HLA-DQA10401-DQB10402. The binding affinity (normalized) is 0.521.